The task is: Regression. Given a peptide amino acid sequence and an MHC pseudo amino acid sequence, predict their binding affinity value. This is MHC class I binding data.. This data is from Peptide-MHC class I binding affinity with 185,985 pairs from IEDB/IMGT. (1) The MHC is HLA-A24:02 with pseudo-sequence HLA-A24:02. The peptide sequence is VAELVHFLL. The binding affinity (normalized) is 0.538. (2) The peptide sequence is KTSVGVNMCT. The MHC is HLA-B57:01 with pseudo-sequence HLA-B57:01. The binding affinity (normalized) is 0.168. (3) The peptide sequence is FYTTTGIGY. The MHC is HLA-A26:01 with pseudo-sequence HLA-A26:01. The binding affinity (normalized) is 0.535. (4) The peptide sequence is YYYNFSEDL. The MHC is HLA-A30:01 with pseudo-sequence HLA-A30:01. The binding affinity (normalized) is 0.0847. (5) The peptide sequence is KVSVGSYFC. The MHC is HLA-A24:03 with pseudo-sequence HLA-A24:03. The binding affinity (normalized) is 0.0847.